This data is from CYP1A2 inhibition data for predicting drug metabolism from PubChem BioAssay. The task is: Regression/Classification. Given a drug SMILES string, predict its absorption, distribution, metabolism, or excretion properties. Task type varies by dataset: regression for continuous measurements (e.g., permeability, clearance, half-life) or binary classification for categorical outcomes (e.g., BBB penetration, CYP inhibition). Dataset: cyp1a2_veith. (1) The molecule is Cc1ccc(Cn2ccc(NC(=O)c3cc4nc(-c5ccco5)cc(C(F)(F)F)n4n3)n2)cc1. The result is 0 (non-inhibitor). (2) The drug is O=C(Nc1ccccc1)C(Cc1ccccc1)NC(=O)C12CC3CC(CC(C3)C1)C2. The result is 0 (non-inhibitor). (3) The molecule is CN1C(=O)C(=Cc2ccc(N3CCCCC3)o2)C(=O)N(C)C1=S. The result is 1 (inhibitor). (4) The molecule is O=C(O)C(Cc1ccccc1-c1ccccc1)C(=O)O. The result is 0 (non-inhibitor). (5) The molecule is COCCCNC(=O)C1C2C=CC3(CN(Cc4ccc(C)cc4)C(=O)C13)O2. The result is 0 (non-inhibitor). (6) The drug is Cc1c(C=NCCOCc2ccccc2)cnn1C. The result is 1 (inhibitor).